From a dataset of Full USPTO retrosynthesis dataset with 1.9M reactions from patents (1976-2016). Predict the reactants needed to synthesize the given product. (1) Given the product [C:18]([C:13]1[C:14](=[O:15])[NH:5][C:6]2[C:11]([CH:12]=1)=[CH:10][CH:9]=[CH:8][N:7]=2)([CH3:21])([CH3:20])[CH3:19], predict the reactants needed to synthesize it. The reactants are: CC(C)(C)C([NH:5][C:6]1[C:11]([CH:12](O)[CH:13]([C:18]([CH3:21])([CH3:20])[CH3:19])[C:14](OC)=[O:15])=[CH:10][CH:9]=[CH:8][N:7]=1)=O. (2) Given the product [OH:13][CH2:12][CH2:11][S:8]([C:5]1[CH:6]=[CH:7][C:2]([C:44]2[N:49]=[CH:48][C:47]([O:50][CH2:51][CH:52]3[CH2:53][CH2:54][N:55]([C:58]([O:60][C:61]([CH3:64])([CH3:63])[CH3:62])=[O:59])[CH2:56][CH2:57]3)=[CH:46][CH:45]=2)=[CH:3][CH:4]=1)(=[O:10])=[O:9], predict the reactants needed to synthesize it. The reactants are: Br[C:2]1[CH:7]=[CH:6][C:5]([S:8]([CH2:11][CH2:12][OH:13])(=[O:10])=[O:9])=[CH:4][CH:3]=1.B1(B2OCC(C)(C)CO2)OCC(C)(C)CO1.C([O-])(=O)C.[K+].C(Cl)Cl.C(=O)([O-])O.[Na+].Cl[C:44]1[N:49]=[CH:48][C:47]([O:50][CH2:51][CH:52]2[CH2:57][CH2:56][N:55]([C:58]([O:60][C:61]([CH3:64])([CH3:63])[CH3:62])=[O:59])[CH2:54][CH2:53]2)=[CH:46][CH:45]=1. (3) Given the product [N:1]1[CH:6]=[CH:5][CH:4]=[C:3]([C:7]2[CH2:11][CH:10]([C:12]([NH:14][C:15]3[CH:20]=[CH:19][C:18]([CH:21]([C:26]4[CH:31]=[CH:30][CH:29]=[CH:28][CH:27]=4)[C:22]([OH:24])=[O:23])=[CH:17][CH:16]=3)=[O:13])[O:9][N:8]=2)[CH:2]=1, predict the reactants needed to synthesize it. The reactants are: [N:1]1[CH:6]=[CH:5][CH:4]=[C:3]([C:7]2[CH2:11][CH:10]([C:12]([NH:14][C:15]3[CH:20]=[CH:19][C:18]([CH:21]([C:26]4[CH:31]=[CH:30][CH:29]=[CH:28][CH:27]=4)[C:22]([O:24]C)=[O:23])=[CH:17][CH:16]=3)=[O:13])[O:9][N:8]=2)[CH:2]=1.[OH-].[Na+].Cl. (4) Given the product [CH2:2]([O:9][C:10]1[CH:19]=[CH:18][C:17]([F:20])=[C:16]2[C:11]=1[CH2:12][CH2:13][CH2:14][CH:15]2[C:21]([N:23]([C:30]1[CH:31]=[N:32][C:33]([CH:36]([CH3:38])[CH3:37])=[CH:34][CH:35]=1)[CH2:24][C:25]1[CH:29]=[N:28][N:27]([CH2:40][C:41]2[CH:46]=[C:45]([CH3:47])[CH:44]=[CH:43][N:42]=2)[CH:26]=1)=[O:22])[C:3]1[CH:8]=[CH:7][CH:6]=[CH:5][CH:4]=1, predict the reactants needed to synthesize it. The reactants are: Cl.[CH2:2]([O:9][C:10]1[CH:19]=[CH:18][C:17]([F:20])=[C:16]2[C:11]=1[CH2:12][CH2:13][CH2:14][CH:15]2[C:21]([N:23]([C:30]1[CH:31]=[N:32][C:33]([CH:36]([CH3:38])[CH3:37])=[CH:34][CH:35]=1)[CH2:24][C:25]1[CH:26]=[N:27][NH:28][CH:29]=1)=[O:22])[C:3]1[CH:8]=[CH:7][CH:6]=[CH:5][CH:4]=1.Cl[CH2:40][C:41]1[CH:46]=[C:45]([CH3:47])[CH:44]=[CH:43][N:42]=1. (5) Given the product [C:13]1([CH2:23][N:24]2[CH2:25][CH2:26][CH:27]([CH2:30][NH:31][C:32]3[NH:36][C:35]4[CH:37]=[CH:38][C:39]([CH:41]=[O:42])=[CH:40][C:34]=4[N:33]=3)[CH2:28][CH2:29]2)[C:22]2[C:17](=[CH:18][CH:19]=[CH:20][CH:21]=2)[CH:16]=[CH:15][CH:14]=1, predict the reactants needed to synthesize it. The reactants are: OI1(=O)C2C=CC=CC=2C(=O)O1.[C:13]1([CH2:23][N:24]2[CH2:29][CH2:28][CH:27]([CH2:30][NH:31][C:32]3[NH:36][C:35]4[CH:37]=[CH:38][C:39]([CH2:41][OH:42])=[CH:40][C:34]=4[N:33]=3)[CH2:26][CH2:25]2)[C:22]2[C:17](=[CH:18][CH:19]=[CH:20][CH:21]=2)[CH:16]=[CH:15][CH:14]=1.C(OCC)(=O)C. (6) Given the product [OH:1][C:2]1[CH:7]=[CH:6][CH:5]=[CH:4][C:3]=1[C:8]1[N:12]=[C:11]([C:13]2[CH:18]=[CH:17][CH:16]=[CH:15][C:14]=2[OH:19])[N:10]([CH2:20][C:21]([NH:26][CH2:27][CH2:28][O:29][CH2:30][CH2:31][OH:32])=[O:22])[N:9]=1, predict the reactants needed to synthesize it. The reactants are: [OH:1][C:2]1[CH:7]=[CH:6][CH:5]=[CH:4][C:3]=1[C:8]1[N:12]=[C:11]([C:13]2[CH:18]=[CH:17][CH:16]=[CH:15][C:14]=2[OH:19])[N:10]([CH2:20][C:21](OCC)=[O:22])[N:9]=1.[NH2:26][CH2:27][CH2:28][O:29][CH2:30][CH2:31][OH:32].